Task: Regression. Given a peptide amino acid sequence and an MHC pseudo amino acid sequence, predict their binding affinity value. This is MHC class I binding data.. Dataset: Peptide-MHC class I binding affinity with 185,985 pairs from IEDB/IMGT (1) The peptide sequence is IFQKISFFW. The MHC is HLA-A24:02 with pseudo-sequence HLA-A24:02. The binding affinity (normalized) is 0.738. (2) The peptide sequence is YSLAGSSPF. The MHC is HLA-B15:02 with pseudo-sequence HLA-B15:02. The binding affinity (normalized) is 0.808. (3) The peptide sequence is KRWAFRTGV. The binding affinity (normalized) is 0.0847. The MHC is HLA-A01:01 with pseudo-sequence HLA-A01:01. (4) The peptide sequence is CAVNTPVSMT. The MHC is HLA-A02:02 with pseudo-sequence HLA-A02:02. The binding affinity (normalized) is 0. (5) The MHC is HLA-B08:01 with pseudo-sequence HLA-B08:01. The peptide sequence is HAQRVESWIL. The binding affinity (normalized) is 0.457. (6) The peptide sequence is SGYSGSFV. The MHC is H-2-Kb with pseudo-sequence H-2-Kb. The binding affinity (normalized) is 0.167. (7) The peptide sequence is KTITTCYLM. The MHC is Mamu-B01 with pseudo-sequence Mamu-B01. The binding affinity (normalized) is 0.0651. (8) The peptide sequence is KTLVNCVRRI. The MHC is H-2-Db with pseudo-sequence H-2-Db. The binding affinity (normalized) is 0.176. (9) The peptide sequence is RMMETWHPL. The MHC is BoLA-HD6 with pseudo-sequence BoLA-HD6. The binding affinity (normalized) is 0.738. (10) The peptide sequence is QEKAPDVGEL. The MHC is HLA-B40:02 with pseudo-sequence HLA-B40:02. The binding affinity (normalized) is 0.354.